Dataset: Reaction yield outcomes from USPTO patents with 853,638 reactions. Task: Predict the reaction yield, written as a fraction of the theoretical maximum amount of product (1.0 means a 100% yield; for example, 0.34 means a 34% yield). (1) The reactants are [N:1]1[CH:6]=[CH:5][C:4]([C:7]2[CH:8]=[C:9]3[C:14](=[CH:15][CH:16]=2)[N:13]=[C:12]([NH:17][C:18]2[CH:25]=[CH:24][C:21]([CH:22]=O)=[CH:20][CH:19]=2)[N:11]=[CH:10]3)=[CH:3][CH:2]=1.[N:26]1([CH2:32][CH2:33][NH2:34])[CH2:31][CH2:30][O:29][CH2:28][CH2:27]1.[BH3-]C#N.[Na+]. The catalyst is CO.C(O)(=O)C. The product is [N:26]1([CH2:32][CH2:33][NH:34][CH2:22][C:21]2[CH:20]=[CH:19][C:18]([NH:17][C:12]3[N:11]=[CH:10][C:9]4[C:14](=[CH:15][CH:16]=[C:7]([C:4]5[CH:5]=[CH:6][N:1]=[CH:2][CH:3]=5)[CH:8]=4)[N:13]=3)=[CH:25][CH:24]=2)[CH2:31][CH2:30][O:29][CH2:28][CH2:27]1. The yield is 0.550. (2) The reactants are [CH2:1]([CH:3]([N:6]1[CH2:11][CH2:10][NH:9][CH2:8][CH2:7]1)[CH2:4][CH3:5])[CH3:2].[Cl:12][C:13]([O:15][C:16]1[CH:21]=[CH:20][CH:19]=[C:18]([C:22]([F:25])([F:24])[F:23])[CH:17]=1)=[O:14]. The catalyst is C(Cl)Cl. The product is [ClH:12].[F:23][C:22]([F:24])([F:25])[C:18]1[CH:17]=[C:16]([O:15][C:13]([N:9]2[CH2:10][CH2:11][N:6]([CH:3]([CH2:4][CH3:5])[CH2:1][CH3:2])[CH2:7][CH2:8]2)=[O:14])[CH:21]=[CH:20][CH:19]=1. The yield is 0.860. (3) The reactants are [C:1]1([C@@H:7]([NH:19][C:20]2[CH:25]=[CH:24][CH:23]=[CH:22][CH:21]=2)[C:8]([O:10][C@@H:11]2[CH:16]3[CH2:17][CH2:18][N:13]([CH2:14][CH2:15]3)[CH2:12]2)=[O:9])[CH:6]=[CH:5][CH:4]=[CH:3][CH:2]=1.[Br:26][CH2:27][C:28]([C:30]1[CH:38]=[CH:37][C:33]([C:34]([OH:36])=[O:35])=[CH:32][CH:31]=1)=[O:29]. The catalyst is CCOC(C)=O. The product is [Br-:26].[C:34]([C:33]1[CH:37]=[CH:38][C:30]([C:28](=[O:29])[CH2:27][N+:13]23[CH2:14][CH2:15][CH:16]([CH2:17][CH2:18]2)[C@@H:11]([O:10][C:8](=[O:9])[C@@H:7]([C:1]2[CH:2]=[CH:3][CH:4]=[CH:5][CH:6]=2)[NH:19][C:20]2[CH:25]=[CH:24][CH:23]=[CH:22][CH:21]=2)[CH2:12]3)=[CH:31][CH:32]=1)([OH:36])=[O:35]. The yield is 0.970. (4) The reactants are Cl.Cl.[F:3][C:4]1[CH:9]=[C:8]([C:10]#[N:11])[CH:7]=[CH:6][C:5]=1[C:12]1[CH:17]=[CH:16][C:15]([O:18][C:19]([F:22])([F:21])[F:20])=[C:14]([CH2:23][NH:24][C@H:25]2[CH2:30][CH2:29][NH:28][CH2:27][C@H:26]2[C:31]2[CH:36]=[CH:35][CH:34]=[CH:33][CH:32]=2)[CH:13]=1.C(N(CC)CC)C.Cl[C:45](=[O:51])[C:46]([O:48][CH2:49][CH3:50])=[O:47]. The catalyst is C1COCC1. The product is [C:10]([C:8]1[CH:7]=[CH:6][C:5]([C:12]2[CH:17]=[CH:16][C:15]([O:18][C:19]([F:21])([F:22])[F:20])=[C:14]([CH2:23][NH:24][C@H:25]3[CH2:30][CH2:29][N:28]([C:45](=[O:51])[C:46]([O:48][CH2:49][CH3:50])=[O:47])[CH2:27][C@H:26]3[C:31]3[CH:32]=[CH:33][CH:34]=[CH:35][CH:36]=3)[CH:13]=2)=[C:4]([F:3])[CH:9]=1)#[N:11]. The yield is 0.610. (5) The reactants are [NH:1]1[CH:5]=[CH:4][C:3]([C:6]2[CH:11]=[CH:10][N:9]=[CH:8][CH:7]=2)=[N:2]1.[OH-].[Na+].[CH:14](I)([CH3:16])[CH3:15]. The catalyst is [Br-].C([N+](CCCC)(CCCC)CCCC)CCC.C(Cl)Cl. The product is [CH:14]([N:1]1[CH:5]=[CH:4][C:3]([C:6]2[CH:11]=[CH:10][N:9]=[CH:8][CH:7]=2)=[N:2]1)([CH3:16])[CH3:15]. The yield is 0.513. (6) The reactants are N1[C:5]([C:6]2[CH:7]=[C:8]([CH:13]=[CH:14][CH:15]=2)[C:9]([O:11][CH3:12])=[O:10])=[N:4][N:3]=N1.[CH:16]([C:19]1[CH:27]=[CH:26][C:22]([C:23](O)=[O:24])=[CH:21][CH:20]=1)([CH3:18])[CH3:17].C1(N=C=NC2CCCCC2)CCCCC1. The catalyst is ClC(Cl)C. The product is [CH:16]([C:19]1[CH:27]=[CH:26][C:22]([C:23]2[O:24][C:5]([C:6]3[CH:7]=[C:8]([CH:13]=[CH:14][CH:15]=3)[C:9]([O:11][CH3:12])=[O:10])=[N:4][N:3]=2)=[CH:21][CH:20]=1)([CH3:18])[CH3:17]. The yield is 0.840.